From a dataset of Peptide-MHC class I binding affinity with 185,985 pairs from IEDB/IMGT. Regression. Given a peptide amino acid sequence and an MHC pseudo amino acid sequence, predict their binding affinity value. This is MHC class I binding data. (1) The peptide sequence is YTIDLNDAF. The MHC is HLA-A68:23 with pseudo-sequence HLA-A68:23. The binding affinity (normalized) is 1.00. (2) The peptide sequence is PLEGSEDRII. The MHC is HLA-A02:01 with pseudo-sequence HLA-A02:01. The binding affinity (normalized) is 0. (3) The peptide sequence is LPQHLFGYSW. The MHC is Mamu-B17 with pseudo-sequence Mamu-B17. The binding affinity (normalized) is 0.448. (4) The binding affinity (normalized) is 0.274. The MHC is HLA-B40:02 with pseudo-sequence HLA-B40:02. The peptide sequence is FEEHLAPFMS. (5) The peptide sequence is YHSNVKEL. The MHC is HLA-B08:01 with pseudo-sequence HLA-B08:01. The binding affinity (normalized) is 0.114. (6) The MHC is HLA-A11:01 with pseudo-sequence HLA-A11:01. The binding affinity (normalized) is 0.534. The peptide sequence is ISSVLTILYY.